From a dataset of NCI-60 drug combinations with 297,098 pairs across 59 cell lines. Regression. Given two drug SMILES strings and cell line genomic features, predict the synergy score measuring deviation from expected non-interaction effect. (1) Drug 1: CN(C)C1=NC(=NC(=N1)N(C)C)N(C)C. Drug 2: CC(C)(C#N)C1=CC(=CC(=C1)CN2C=NC=N2)C(C)(C)C#N. Cell line: MDA-MB-435. Synergy scores: CSS=-6.51, Synergy_ZIP=2.60, Synergy_Bliss=0.519, Synergy_Loewe=-1.98, Synergy_HSA=-4.63. (2) Drug 2: C1CN(P(=O)(OC1)NCCCl)CCCl. Synergy scores: CSS=-7.49, Synergy_ZIP=6.61, Synergy_Bliss=6.23, Synergy_Loewe=-9.19, Synergy_HSA=-7.58. Drug 1: C1CNP(=O)(OC1)N(CCCl)CCCl. Cell line: SR. (3) Drug 1: C1CC(C1)(C(=O)O)C(=O)O.[NH2-].[NH2-].[Pt+2]. Drug 2: C1=NC(=NC(=O)N1C2C(C(C(O2)CO)O)O)N. Cell line: HS 578T. Synergy scores: CSS=27.7, Synergy_ZIP=0.413, Synergy_Bliss=4.93, Synergy_Loewe=3.84, Synergy_HSA=4.53.